This data is from Reaction yield outcomes from USPTO patents with 853,638 reactions. The task is: Predict the reaction yield, written as a fraction of the theoretical maximum amount of product (1.0 means a 100% yield; for example, 0.34 means a 34% yield). (1) The reactants are [Cl:1][C:2]1[CH:3]=[N:4][C:5]2[NH:6][C:7]3[CH:8]=[CH:9][CH:10]=[C:11]([CH:23]=3)[CH2:12][NH:13][C:14]3[CH:22]=[C:18]([NH:19][C:20]=1[N:21]=2)[CH:17]=[CH:16][CH:15]=3.Cl.[C:25](Cl)(=[O:32])[C:26]1[CH:31]=[CH:30][CH:29]=[N:28][CH:27]=1. No catalyst specified. The product is [Cl:1][C:2]1[CH:3]=[N:4][C:5]2[NH:6][C:7]3[CH:8]=[CH:9][CH:10]=[C:11]([CH:23]=3)[CH2:12][N:13]([C:25]([C:26]3[CH:27]=[N:28][CH:29]=[CH:30][CH:31]=3)=[O:32])[C:14]3[CH:22]=[C:18]([NH:19][C:20]=1[N:21]=2)[CH:17]=[CH:16][CH:15]=3. The yield is 0.600. (2) The reactants are [CH2:1]([O:8][C:9]([N:11]1[C:15]2[CH:16]=[N:17][CH:18]=[C:19]([OH:20])[C:14]=2[C:13]2[CH:21]=[C:22]([Br:25])[CH:23]=[N:24][C:12]1=2)=[O:10])[C:2]1[CH:7]=[CH:6][CH:5]=[CH:4][CH:3]=1.[C:26]([O:30][C:31]([N:33]1[CH2:38][CH2:37][CH:36](O)[CH2:35][CH2:34]1)=[O:32])([CH3:29])([CH3:28])[CH3:27].C1(P(C2C=CC=CC=2)C2C=CC=CC=2)C=CC=CC=1.N(C(OCC)=O)=NC(OCC)=O. The catalyst is C1COCC1. The product is [CH2:1]([O:8][C:9]([N:11]1[C:15]2[CH:16]=[N:17][CH:18]=[C:19]([O:20][CH:36]3[CH2:37][CH2:38][N:33]([C:31]([O:30][C:26]([CH3:29])([CH3:28])[CH3:27])=[O:32])[CH2:34][CH2:35]3)[C:14]=2[C:13]2[CH:21]=[C:22]([Br:25])[CH:23]=[N:24][C:12]1=2)=[O:10])[C:2]1[CH:3]=[CH:4][CH:5]=[CH:6][CH:7]=1. The yield is 1.00. (3) The reactants are C[C@@H]1[C@H](C2C=CC=CC=2)OC(=O)N1.C(Cl)(=O)CCCC.[O:21]=[C:22]([N:27]1[C@@H:31]([CH2:32][C:33]2[CH:38]=[CH:37][CH:36]=[CH:35][CH:34]=2)[CH2:30][O:29][C:28]1=[O:39])[CH2:23][CH2:24][CH2:25][CH3:26]. No catalyst specified. The product is [O:21]=[C:22]([N:27]1[C@H:31]([CH3:30])[C@H:32]([C:33]2[CH:38]=[CH:37][CH:36]=[CH:35][CH:34]=2)[O:29][C:28]1=[O:39])[CH2:23][CH2:24][CH2:25][CH3:26]. The yield is 0.840. (4) The reactants are Br.[O:2]1[CH2:7][CH2:6][N:5]([C:8]([NH2:10])=[NH:9])[CH2:4][CH2:3]1.C([O:13][CH:14]=[C:15]([C:21](OCC)=O)[C:16]([O:18][CH2:19][CH3:20])=[O:17])C.C(=O)([O-])[O-].[K+].[K+]. The catalyst is C(O)C. The product is [O:2]1[CH2:7][CH2:6][N:5]([C:8]2[NH:10][C:14](=[O:13])[C:15]([C:16]([O:18][CH2:19][CH3:20])=[O:17])=[CH:21][N:9]=2)[CH2:4][CH2:3]1. The yield is 0.420.